From a dataset of Reaction yield outcomes from USPTO patents with 853,638 reactions. Predict the reaction yield, written as a fraction of the theoretical maximum amount of product (1.0 means a 100% yield; for example, 0.34 means a 34% yield). (1) The reactants are [NH2:1][C@H:2]([C:4]1[N:5]([C:21]2[CH:26]=[CH:25][CH:24]=[CH:23][CH:22]=2)[C:6](=[O:20])[C:7]2[C:12]([CH:13]=1)=[CH:11][CH:10]=[CH:9][C:8]=2[C:14]1[CH:15]=[N:16][N:17]([CH3:19])[CH:18]=1)[CH3:3].Cl[C:28]1[N:33]=[CH:32][N:31]=[C:30]([NH2:34])[C:29]=1[C:35]1[O:39][N:38]=[C:37]([CH3:40])[N:36]=1.O. The catalyst is C(N(C(C)C)C(C)C)C.C(O)CCC. The product is [NH2:34][C:30]1[N:31]=[CH:32][N:33]=[C:28]([NH:1][C@H:2]([C:4]2[N:5]([C:21]3[CH:22]=[CH:23][CH:24]=[CH:25][CH:26]=3)[C:6](=[O:20])[C:7]3[C:12]([CH:13]=2)=[CH:11][CH:10]=[CH:9][C:8]=3[C:14]2[CH:15]=[N:16][N:17]([CH3:19])[CH:18]=2)[CH3:3])[C:29]=1[C:35]1[O:39][N:38]=[C:37]([CH3:40])[N:36]=1. The yield is 0.780. (2) The yield is 0.430. The catalyst is C(Cl)Cl.[Al]. The product is [Br:1][CH2:41][CH2:40][O:39][CH2:38][C:29]1[CH:30]=[CH:31][C:32]2[C:37](=[CH:36][CH:35]=[CH:34][CH:33]=2)[CH:28]=1. The reactants are [Br:1]N1C(=O)CCC1=O.C1(P(C2C=CC=CC=2)C2C=CC=CC=2)C=CC=CC=1.[CH:28]1[C:37]2[C:32](=[CH:33][CH:34]=[CH:35][CH:36]=2)[CH:31]=[CH:30][C:29]=1[CH2:38][O:39][CH2:40][CH2:41]O. (3) The reactants are C[O:2][C:3]([C:5]1[C:6]([C:14]2[CH:19]=[CH:18][CH:17]=[CH:16][C:15]=2[N+:20]([O-:22])=[O:21])=[CH:7][CH:8]=[C:9]([C:11](=[S:13])[NH2:12])[CH:10]=1)=[O:4].[C:23]([C:25]1[CH:34]=[CH:33][C:28]([C:29](=O)[CH2:30]Br)=[CH:27][CH:26]=1)#[N:24]. No catalyst specified. The product is [C:23]([C:25]1[CH:34]=[CH:33][C:28]([C:29]2[N:12]=[C:11]([C:9]3[CH:10]=[C:5]([C:3]([OH:2])=[O:4])[C:6]([C:14]4[CH:19]=[CH:18][CH:17]=[CH:16][C:15]=4[N+:20]([O-:22])=[O:21])=[CH:7][CH:8]=3)[S:13][CH:30]=2)=[CH:27][CH:26]=1)#[N:24]. The yield is 0.370. (4) The reactants are Br[C:2]1[C:6]2[CH:7]=[C:8]([C:11]([NH:13][C@@H:14]3[CH2:19][C@@H:18]4[N:20](C(OC(C)(C)C)=O)[C@H:15]3[CH2:16][CH2:17]4)=[O:12])[CH:9]=[CH:10][C:5]=2[O:4][CH:3]=1.C(P(C(C)(C)C)C(C)(C)C)(C)(C)C.[CH3:41][Si:42]([C:45]#[CH:46])([CH3:44])[CH3:43].C(NC(C)C)(C)C. The catalyst is O1CCOCC1.CCOC(C)=O.C1C=CC(C#N)=CC=1.C1C=CC(C#N)=CC=1.Cl[Pd]Cl. The product is [C@H:15]12[NH:20][C@H:18]([CH2:17][CH2:16]1)[CH2:19][C@H:14]2[NH:13][C:11]([C:8]1[CH:9]=[CH:10][C:5]2[O:4][CH:3]=[C:2]([C:46]#[C:45][Si:42]([CH3:44])([CH3:43])[CH3:41])[C:6]=2[CH:7]=1)=[O:12]. The yield is 0.810. (5) The reactants are CC1C=CC=CC=1P(C1C=CC=CC=1C)C1C=CC=CC=1C.CC([O-])(C)C.[Na+].[C:29]([O:33][C:34]([N:36]1[CH2:41][CH2:40][NH:39][C@@H:38]([CH:42]([CH3:44])[CH3:43])[CH2:37]1)=[O:35])([CH3:32])([CH3:31])[CH3:30].[CH2:45]([C:52]1[CH:57]=[CH:56][CH:55]=[C:54](Br)[CH:53]=1)[C:46]1[CH:51]=[CH:50][CH:49]=[CH:48][CH:47]=1. The catalyst is C1(C)C=CC=CC=1.C1C=CC(/C=C/C(/C=C/C2C=CC=CC=2)=O)=CC=1.C1C=CC(/C=C/C(/C=C/C2C=CC=CC=2)=O)=CC=1.C1C=CC(/C=C/C(/C=C/C2C=CC=CC=2)=O)=CC=1.[Pd].[Pd].C(Cl)Cl.CO. The product is [C:29]([O:33][C:34]([N:36]1[CH2:41][CH2:40][N:39]([C:54]2[CH:55]=[CH:56][CH:57]=[C:52]([CH2:45][C:46]3[CH:51]=[CH:50][CH:49]=[CH:48][CH:47]=3)[CH:53]=2)[C@@H:38]([CH:42]([CH3:44])[CH3:43])[CH2:37]1)=[O:35])([CH3:32])([CH3:31])[CH3:30]. The yield is 0.227. (6) The reactants are [C:1]([C:3]1[CH:19]=[CH:18][C:6]([O:7][C:8]2[CH:17]=[C:16]3[C:11]([CH2:12][CH2:13][NH:14][CH2:15]3)=[CH:10][CH:9]=2)=[CH:5][CH:4]=1)#[N:2].[F:20][C:21]([F:47])([F:46])[C:22]1[CH:27]=[CH:26][C:25]([C:28]2[C:29]([C:34]([NH:36][C:37]3[CH:38]=[C:39]([C:43](O)=[O:44])[N:40]([CH3:42])[CH:41]=3)=[O:35])=[CH:30][CH:31]=[CH:32][CH:33]=2)=[CH:24][CH:23]=1.CN(C(ON1N=NC2C=CC=CC1=2)=[N+](C)C)C.[B-](F)(F)(F)F.C(N(CC)CC)C. The product is [C:1]([C:3]1[CH:4]=[CH:5][C:6]([O:7][C:8]2[CH:17]=[C:16]3[C:11]([CH2:12][CH2:13][N:14]([C:43]([C:39]4[N:40]([CH3:42])[CH:41]=[C:37]([NH:36][C:34]([C:29]5[C:28]([C:25]6[CH:24]=[CH:23][C:22]([C:21]([F:47])([F:20])[F:46])=[CH:27][CH:26]=6)=[CH:33][CH:32]=[CH:31][CH:30]=5)=[O:35])[CH:38]=4)=[O:44])[CH2:15]3)=[CH:10][CH:9]=2)=[CH:18][CH:19]=1)#[N:2]. The catalyst is CN(C)C=O.ClCCl.C(O)C. The yield is 0.960. (7) The reactants are [CH3:1][O:2][C:3]([C:5]1[S:6][C:7]([C:31]2[CH:36]=[CH:35][CH:34]=[CH:33][CH:32]=2)=[CH:8][C:9]=1[N:10]([S:19]([C:22]1[CH:27]=[C:26]([CH3:28])[C:25]([Cl:29])=[CH:24][C:23]=1[CH3:30])(=[O:21])=[O:20])[CH2:11][C:12]1[CH:17]=[CH:16][CH:15]=[C:14](I)[CH:13]=1)=[O:4].[O:37]1[C:41]2[CH:42]=[CH:43][CH:44]=[CH:45][C:40]=2[CH:39]=[C:38]1B(O)O. The catalyst is COCCOC.C([O-])([O-])=O.[Na+].[Na+].C(OCC)(=O)C.O.C1C=CC([P]([Pd]([P](C2C=CC=CC=2)(C2C=CC=CC=2)C2C=CC=CC=2)([P](C2C=CC=CC=2)(C2C=CC=CC=2)C2C=CC=CC=2)[P](C2C=CC=CC=2)(C2C=CC=CC=2)C2C=CC=CC=2)(C2C=CC=CC=2)C2C=CC=CC=2)=CC=1. The product is [CH3:1][O:2][C:3]([C:5]1[S:6][C:7]([C:31]2[CH:36]=[CH:35][CH:34]=[CH:33][CH:32]=2)=[CH:8][C:9]=1[N:10]([CH:11]([C:38]1[O:37][C:41]2[CH:42]=[CH:43][CH:44]=[CH:45][C:40]=2[CH:39]=1)[C:12]1[CH:17]=[CH:16][CH:15]=[CH:14][CH:13]=1)[S:19]([C:22]1[CH:27]=[C:26]([CH3:28])[C:25]([Cl:29])=[CH:24][C:23]=1[CH3:30])(=[O:21])=[O:20])=[O:4]. The yield is 1.00.